Dataset: Full USPTO retrosynthesis dataset with 1.9M reactions from patents (1976-2016). Task: Predict the reactants needed to synthesize the given product. (1) Given the product [CH3:17][P:15]([C:12]1[CH:13]=[CH:14][C:9]([NH:8][C:4]2[N:3]=[C:2]([N:30]3[CH2:31][CH2:32][N:27]([CH3:26])[CH2:28][CH2:29]3)[N:7]=[CH:6][N:5]=2)=[CH:10][CH:11]=1)([CH3:18])=[O:16], predict the reactants needed to synthesize it. The reactants are: Cl[C:2]1[N:7]=[CH:6][N:5]=[C:4]([NH:8][C:9]2[CH:14]=[CH:13][C:12]([P:15]([CH3:18])([CH3:17])=[O:16])=[CH:11][CH:10]=2)[N:3]=1.C(N(CC)CC)C.[CH3:26][N:27]1[CH2:32][CH2:31][NH:30][CH2:29][CH2:28]1. (2) Given the product [Cl:19][C:11]1[C:12]([N:14]([CH:16]2[CH2:17][CH2:18]2)[CH3:15])=[CH:13][C:8]2[N:7]=[C:29]([C:31]3[CH:36]=[CH:35][CH:34]=[C:33]([C:37]4[O:41][N:40]=[C:39]([CH3:42])[CH:38]=4)[CH:32]=3)[CH2:28][C:27](=[O:43])[NH:20][C:9]=2[CH:10]=1, predict the reactants needed to synthesize it. The reactants are: C(OC(=O)[NH:7][C:8]1[CH:13]=[C:12]([N:14]([CH:16]2[CH2:18][CH2:17]2)[CH3:15])[C:11]([Cl:19])=[CH:10][C:9]=1[NH2:20])(C)(C)C.C(O[C:27](=[O:43])[CH2:28][C:29]([C:31]1[CH:36]=[CH:35][CH:34]=[C:33]([C:37]2[O:41][N:40]=[C:39]([CH3:42])[CH:38]=2)[CH:32]=1)=O)(C)(C)C.C(O)(C(F)(F)F)=O. (3) Given the product [SH:1][C:2]1[CH:10]=[CH:9][C:5]([C:6]([NH:18][C@H:13]([CH3:12])[C:14]([F:17])([F:16])[F:15])=[O:8])=[CH:4][N:3]=1, predict the reactants needed to synthesize it. The reactants are: [SH:1][C:2]1[CH:10]=[CH:9][C:5]([C:6]([OH:8])=O)=[CH:4][N:3]=1.Cl.[CH3:12][C@@H:13]([NH2:18])[C:14]([F:17])([F:16])[F:15].CCOC1N(C(OCC)=O)C2C(=CC=CC=2)C=C1.C(N(CC)CC)C. (4) Given the product [Cl:1][C:2]1[CH:7]=[C:6]([Cl:8])[C:5]([O:9][CH3:10])=[CH:4][C:3]=1[C:11]1[C:12]2[C:21]([C:22]#[N:23])=[CH:20][NH:19][C:13]=2[N:14]=[C:15]([O:37][CH2:36][CH2:35][N:34]([CH2:38][CH3:39])[CH2:32][CH3:33])[N:16]=1, predict the reactants needed to synthesize it. The reactants are: [Cl:1][C:2]1[CH:7]=[C:6]([Cl:8])[C:5]([O:9][CH3:10])=[CH:4][C:3]=1[C:11]1[C:12]2[C:21]([C:22]#[N:23])=[CH:20][N:19](COCC[Si](C)(C)C)[C:13]=2[N:14]=[C:15](SC)[N:16]=1.[CH2:32]([N:34]([CH2:38][CH3:39])[CH2:35][CH2:36][OH:37])[CH3:33]. (5) Given the product [F:9][C:10]1[CH:16]=[CH:15][C:13]([NH:14][C:2]2[C:7]([NH:14][C:13]3[CH:15]=[CH:16][C:10]([F:9])=[CH:11][CH:12]=3)=[N:6][CH:5]=[CH:4][N:3]=2)=[CH:12][CH:11]=1, predict the reactants needed to synthesize it. The reactants are: Cl[C:2]1[C:7](Cl)=[N:6][CH:5]=[CH:4][N:3]=1.[F:9][C:10]1[CH:16]=[CH:15][C:13]([NH2:14])=[CH:12][CH:11]=1. (6) Given the product [F:1][C:2]1[CH:3]=[C:4]([C:10]2[CH:15]=[CH:14][C:13]([OH:16])=[CH:12][CH:11]=2)[CH:5]=[CH:6][C:7]=1[C:8]#[N:9], predict the reactants needed to synthesize it. The reactants are: [F:1][C:2]1[CH:3]=[C:4]([C:10]2[CH:15]=[CH:14][C:13]([O:16]C)=[CH:12][CH:11]=2)[CH:5]=[CH:6][C:7]=1[C:8]#[N:9].B(Br)(Br)Br. (7) Given the product [CH2:22]([NH:24][C:25]([NH:27][C:28]1[N:33]=[CH:32][C:31]([C:34]2[CH:35]=[N:36][CH:37]=[C:38]([C:40]3[O:41][C:10](=[O:11])[NH:43][N:42]=3)[CH:39]=2)=[C:30]([C:44]2[S:45][CH:46]=[C:47]([C:49]([F:52])([F:51])[F:50])[N:48]=2)[CH:29]=1)=[O:26])[CH3:23], predict the reactants needed to synthesize it. The reactants are: C(N(C(C)C)CC)(C)C.[C:10](N1C=CN=C1)(N1C=CN=C1)=[O:11].[CH2:22]([NH:24][C:25]([NH:27][C:28]1[N:33]=[CH:32][C:31]([C:34]2[CH:35]=[N:36][CH:37]=[C:38]([C:40]([NH:42][NH2:43])=[O:41])[CH:39]=2)=[C:30]([C:44]2[S:45][CH:46]=[C:47]([C:49]([F:52])([F:51])[F:50])[N:48]=2)[CH:29]=1)=[O:26])[CH3:23].